Regression. Given two drug SMILES strings and cell line genomic features, predict the synergy score measuring deviation from expected non-interaction effect. From a dataset of NCI-60 drug combinations with 297,098 pairs across 59 cell lines. (1) Drug 1: CCC1(CC2CC(C3=C(CCN(C2)C1)C4=CC=CC=C4N3)(C5=C(C=C6C(=C5)C78CCN9C7C(C=CC9)(C(C(C8N6C=O)(C(=O)OC)O)OC(=O)C)CC)OC)C(=O)OC)O.OS(=O)(=O)O. Drug 2: CC1=C(N=C(N=C1N)C(CC(=O)N)NCC(C(=O)N)N)C(=O)NC(C(C2=CN=CN2)OC3C(C(C(C(O3)CO)O)O)OC4C(C(C(C(O4)CO)O)OC(=O)N)O)C(=O)NC(C)C(C(C)C(=O)NC(C(C)O)C(=O)NCCC5=NC(=CS5)C6=NC(=CS6)C(=O)NCCC[S+](C)C)O. Cell line: SK-MEL-2. Synergy scores: CSS=41.8, Synergy_ZIP=-12.8, Synergy_Bliss=-13.1, Synergy_Loewe=-6.86, Synergy_HSA=-5.14. (2) Drug 1: CN(CC1=CN=C2C(=N1)C(=NC(=N2)N)N)C3=CC=C(C=C3)C(=O)NC(CCC(=O)O)C(=O)O. Drug 2: CC1=C(C=C(C=C1)C(=O)NC2=CC(=CC(=C2)C(F)(F)F)N3C=C(N=C3)C)NC4=NC=CC(=N4)C5=CN=CC=C5. Cell line: T-47D. Synergy scores: CSS=1.89, Synergy_ZIP=0.163, Synergy_Bliss=-0.546, Synergy_Loewe=1.57, Synergy_HSA=-0.0875.